From a dataset of Forward reaction prediction with 1.9M reactions from USPTO patents (1976-2016). Predict the product of the given reaction. (1) The product is: [F:38][C:39]([F:44])([F:43])[C:40]([O-:42])=[O:41].[F:38][C:39]([F:44])([F:43])[C:40]([O-:42])=[O:41].[NH2:9][C@@H:10]([CH2:31][C:32]1[CH:33]=[CH:34][CH:35]=[CH:36][CH:37]=1)[C:11]([O:13][C@@H:14]1[CH:19]2[CH2:20][CH2:21][N+:16]([CH2:22][CH2:23][O:24][C:25]3[CH:26]=[CH:27][CH:28]=[CH:29][CH:30]=3)([CH2:17][CH2:18]2)[CH2:15]1)=[O:12].[NH2:9][C@@H:10]([CH2:31][C:32]1[CH:33]=[CH:34][CH:35]=[CH:36][CH:37]=1)[C:11]([O:13][C@@H:14]1[CH:19]2[CH2:20][CH2:21][N+:16]([CH2:22][CH2:23][O:24][C:25]3[CH:26]=[CH:27][CH:28]=[CH:29][CH:30]=3)([CH2:17][CH2:18]2)[CH2:15]1)=[O:12]. Given the reactants [Br-].C(OC([NH:9][C@@H:10]([CH2:31][C:32]1[CH:37]=[CH:36][CH:35]=[CH:34][CH:33]=1)[C:11]([O:13][C@@H:14]1[CH:19]2[CH2:20][CH2:21][N+:16]([CH2:22][CH2:23][O:24][C:25]3[CH:30]=[CH:29][CH:28]=[CH:27][CH:26]=3)([CH2:17][CH2:18]2)[CH2:15]1)=[O:12])=O)(C)(C)C.[F:38][C:39]([F:44])([F:43])[C:40]([OH:42])=[O:41], predict the reaction product. (2) Given the reactants [CH3:1][S:2](Cl)(=[O:4])=[O:3].[OH:6][CH2:7][CH2:8][CH2:9][O:10][C:11]1[CH:16]=[CH:15][C:14]([C:17]2N=[C:21]([C:23]#[N:24])[C:20]3[N:25]=[N:26][N:27]([CH3:28])[C:19]=3[CH:18]=2)=[CH:13][C:12]=1[C:29]([F:32])([F:31])[F:30].[CH:33](N(C(C)C)CC)(C)C, predict the reaction product. The product is: [CH3:1][S:2]([O:6][CH2:7][CH2:8][CH2:9][O:10][C:11]1[CH:16]=[CH:15][C:14]([C:17]2[CH:33]=[C:21]([C:23]#[N:24])[C:20]3[N:25]=[N:26][N:27]([CH3:28])[C:19]=3[CH:18]=2)=[CH:13][C:12]=1[C:29]([F:30])([F:32])[F:31])(=[O:4])=[O:3]. (3) The product is: [OH:17][C@H:18]([C:22]1[NH:1][C:2]2[CH:3]=[C:4]([C:9]([C:11]3[CH:12]=[CH:13][CH:14]=[CH:15][CH:16]=3)=[O:10])[CH:5]=[CH:6][C:7]=2[N:8]=1)[CH3:19]. Given the reactants [NH2:1][C:2]1[CH:3]=[C:4]([C:9]([C:11]2[CH:16]=[CH:15][CH:14]=[CH:13][CH:12]=2)=[O:10])[CH:5]=[CH:6][C:7]=1[NH2:8].[OH:17][C@@H:18]([CH3:22])[C:19](O)=O, predict the reaction product.